From a dataset of NCI-60 drug combinations with 297,098 pairs across 59 cell lines. Regression. Given two drug SMILES strings and cell line genomic features, predict the synergy score measuring deviation from expected non-interaction effect. (1) Drug 1: CN(C)N=NC1=C(NC=N1)C(=O)N. Drug 2: C#CCC(CC1=CN=C2C(=N1)C(=NC(=N2)N)N)C3=CC=C(C=C3)C(=O)NC(CCC(=O)O)C(=O)O. Cell line: IGROV1. Synergy scores: CSS=8.79, Synergy_ZIP=-4.95, Synergy_Bliss=0.703, Synergy_Loewe=0.417, Synergy_HSA=0.459. (2) Drug 1: CC1=C(C=C(C=C1)C(=O)NC2=CC(=CC(=C2)C(F)(F)F)N3C=C(N=C3)C)NC4=NC=CC(=N4)C5=CN=CC=C5. Drug 2: CC1=C(C(=O)C2=C(C1=O)N3CC4C(C3(C2COC(=O)N)OC)N4)N. Cell line: HL-60(TB). Synergy scores: CSS=44.1, Synergy_ZIP=2.22, Synergy_Bliss=3.00, Synergy_Loewe=-37.0, Synergy_HSA=0.855. (3) Drug 1: CN1CCC(CC1)COC2=C(C=C3C(=C2)N=CN=C3NC4=C(C=C(C=C4)Br)F)OC. Drug 2: COC1=CC(=CC(=C1O)OC)C2C3C(COC3=O)C(C4=CC5=C(C=C24)OCO5)OC6C(C(C7C(O6)COC(O7)C8=CC=CS8)O)O. Cell line: SK-MEL-2. Synergy scores: CSS=42.5, Synergy_ZIP=0.0955, Synergy_Bliss=-1.73, Synergy_Loewe=-29.7, Synergy_HSA=-3.16. (4) Drug 1: CS(=O)(=O)C1=CC(=C(C=C1)C(=O)NC2=CC(=C(C=C2)Cl)C3=CC=CC=N3)Cl. Drug 2: COC1=CC(=CC(=C1O)OC)C2C3C(COC3=O)C(C4=CC5=C(C=C24)OCO5)OC6C(C(C7C(O6)COC(O7)C8=CC=CS8)O)O. Cell line: MCF7. Synergy scores: CSS=37.5, Synergy_ZIP=1.79, Synergy_Bliss=1.98, Synergy_Loewe=-15.5, Synergy_HSA=3.59. (5) Drug 1: CS(=O)(=O)C1=CC(=C(C=C1)C(=O)NC2=CC(=C(C=C2)Cl)C3=CC=CC=N3)Cl. Drug 2: CN(CCCl)CCCl.Cl. Cell line: HCT-15. Synergy scores: CSS=14.5, Synergy_ZIP=-5.51, Synergy_Bliss=-5.76, Synergy_Loewe=-18.2, Synergy_HSA=-8.96. (6) Drug 1: C1=NC2=C(N=C(N=C2N1C3C(C(C(O3)CO)O)F)Cl)N. Drug 2: CC(C)(C#N)C1=CC(=CC(=C1)CN2C=NC=N2)C(C)(C)C#N. Cell line: U251. Synergy scores: CSS=-6.15, Synergy_ZIP=3.67, Synergy_Bliss=5.07, Synergy_Loewe=-6.91, Synergy_HSA=-4.63. (7) Drug 1: C1CCC(C1)C(CC#N)N2C=C(C=N2)C3=C4C=CNC4=NC=N3. Drug 2: C1CN(CCN1C(=O)CCBr)C(=O)CCBr. Cell line: NCI-H226. Synergy scores: CSS=15.9, Synergy_ZIP=-3.22, Synergy_Bliss=-0.0308, Synergy_Loewe=0.592, Synergy_HSA=1.31. (8) Drug 1: C1=CC(=C2C(=C1NCCNCCO)C(=O)C3=C(C=CC(=C3C2=O)O)O)NCCNCCO. Drug 2: CCC1=C2CN3C(=CC4=C(C3=O)COC(=O)C4(CC)O)C2=NC5=C1C=C(C=C5)O. Cell line: IGROV1. Synergy scores: CSS=55.0, Synergy_ZIP=-7.00, Synergy_Bliss=-2.49, Synergy_Loewe=3.10, Synergy_HSA=4.87.